Task: Predict the reactants needed to synthesize the given product.. Dataset: Full USPTO retrosynthesis dataset with 1.9M reactions from patents (1976-2016) Given the product [Br:9][C:10]1[C:11]([O:4][CH3:1])=[C:12]([CH:13]=[CH:14][CH:15]=1)[NH2:16], predict the reactants needed to synthesize it. The reactants are: [C:1](=[O:4])([O-])[O-].[K+].[K+].CI.[Br:9][C:10]1[CH:15]=[CH:14][CH:13]=[C:12]([N+:16]([O-])=O)[C:11]=1O.[Cl-].[NH4+].